From a dataset of Forward reaction prediction with 1.9M reactions from USPTO patents (1976-2016). Predict the product of the given reaction. (1) The product is: [F:18][C:2]1([F:1])[CH2:6][N:5]([C:7]([O:9][C:10]([CH3:12])([CH3:11])[CH3:13])=[O:8])[C@H:4]([CH3:14])[CH2:3]1. Given the reactants [F:1][C:2]1([F:18])[CH2:6][N:5]([C:7]([O:9][C:10]([CH3:13])([CH3:12])[CH3:11])=[O:8])[C@H:4]([C:14](OC)=O)[CH2:3]1.[Si](OC1CN(C(OC(C)(C)C)=O)C(C)C1)(C(C)(C)C)(C)C, predict the reaction product. (2) Given the reactants [NH2:1][CH2:2][CH2:3][NH:4][C:5]1[N:13]=[C:12]([Cl:14])[N:11]=[C:10]2[C:6]=1[N:7]=[CH:8][N:9]2[CH:15]1[CH2:19][CH2:18][CH2:17][CH2:16]1.[CH2:20]([Cl:22])Cl.C(N(CC)CC)C.Cl[C:31]1[C:39]([N+:40]([O-:42])=[O:41])=[CH:38][CH:37]=[CH:36][C:32]=1C(Cl)=O.[OH2:43], predict the reaction product. The product is: [Cl:22][C:20]1[CH:38]=[C:39]([N+:40]([O-:42])=[O:41])[CH:31]=[CH:32][C:36]=1[C:37]([NH:1][CH2:2][CH2:3][NH:4][C:5]1[N:13]=[C:12]([Cl:14])[N:11]=[C:10]2[C:6]=1[N:7]=[CH:8][N:9]2[CH:15]1[CH2:19][CH2:18][CH2:17][CH2:16]1)=[O:43]. (3) Given the reactants [F:1][C:2]([C:6]1[CH:11]=[CH:10][CH:9]=[CH:8][N:7]=1)=[C:3](F)[CH3:4].[ClH:12].Cl.F[CH:15]([CH:19]1[CH2:24][CH2:23][CH2:22][CH2:21][NH:20]1)C(F)C.Cl.FC([CH:30]1[CH2:35][CH2:34][CH2:33][CH2:32][NH:31]1)CC.Cl.C(C1CCCC[NH:41]1)CC.[CH3:46][OH:47], predict the reaction product. The product is: [Cl:12][C:35]1[CH:34]=[C:33]([C:46]([N:7]2[CH2:8][CH2:9][CH2:10][CH2:11][CH:6]2[CH:2]([F:1])[CH2:3][CH3:4])=[O:47])[CH:32]=[N:31][C:30]=1[NH:41][C:22]1[CH:21]=[N:20][C:19]([CH3:15])=[CH:24][CH:23]=1. (4) Given the reactants [I:1][C:2]1[CH:9]=[CH:8][CH:7]=[CH:6][C:3]=1[CH:4]=O.[C:10]1([C@H:20]([NH2:22])[CH3:21])[C:19]2[C:14](=[CH:15][CH:16]=[CH:17][CH:18]=2)[CH:13]=[CH:12][CH:11]=1, predict the reaction product. The product is: [I:1][C:2]1[CH:9]=[CH:8][CH:7]=[CH:6][C:3]=1[CH2:4][NH:22][C@@H:20]([C:10]1[C:19]2[C:14](=[CH:15][CH:16]=[CH:17][CH:18]=2)[CH:13]=[CH:12][CH:11]=1)[CH3:21]. (5) Given the reactants Br[CH2:2][CH2:3][N:4]([S:28]([CH3:31])(=[O:30])=[O:29])[C:5]1[C:6]([CH:25]2[CH2:27][CH2:26]2)=[CH:7][C:8]2[C:12]([CH:13]=1)=[N:11][N:10]([C:14]1[CH:19]=[CH:18][C:17]([Cl:20])=[CH:16][CH:15]=1)[C:9]=2[C:21]([NH:23][CH3:24])=[O:22].Cl.[NH:33]1[CH2:36][CH:35]([OH:37])[CH2:34]1.C(=O)([O-])[O-].[K+].[K+], predict the reaction product. The product is: [Cl:20][C:17]1[CH:18]=[CH:19][C:14]([N:10]2[C:9]([C:21]([NH:23][CH3:24])=[O:22])=[C:8]3[C:12]([CH:13]=[C:5]([N:4]([CH2:3][CH2:2][N:33]4[CH2:36][CH:35]([OH:37])[CH2:34]4)[S:28]([CH3:31])(=[O:30])=[O:29])[C:6]([CH:25]4[CH2:27][CH2:26]4)=[CH:7]3)=[N:11]2)=[CH:15][CH:16]=1. (6) The product is: [OH:24][C:21]1([C:5]2[CH:6]=[C:7]([CH3:8])[C:2]([CH3:1])=[CH:3][C:4]=2[NH:9][C:10](=[O:12])[CH3:11])[C:22](=[O:23])[C:16]2[C:17](=[CH:18][CH:13]=[CH:14][CH:15]=2)[C:19]1=[O:20]. Given the reactants [CH3:1][C:2]1[CH:3]=[C:4]([NH:9][C:10](=[O:12])[CH3:11])[CH:5]=[CH:6][C:7]=1[CH3:8].[CH:13]1[CH:18]=[C:17]2[C:19]([C:21](O)([OH:24])[C:22](=[O:23])[C:16]2=[CH:15][CH:14]=1)=[O:20], predict the reaction product. (7) The product is: [Br:1][C:2]1[CH:10]=[CH:9][C:5]([C:6]([N:24]2[CH2:25][CH2:26][N:21]([C:18]3[C:17]([CH3:27])=[CH:16][C:15]([CH2:13][CH3:14])=[CH:20][N:19]=3)[CH2:22][CH2:23]2)=[O:7])=[C:4]([F:11])[CH:3]=1. Given the reactants [Br:1][C:2]1[CH:10]=[CH:9][C:5]([C:6](Cl)=[O:7])=[C:4]([F:11])[CH:3]=1.Cl.[CH2:13]([C:15]1[CH:16]=[C:17]([CH3:27])[C:18]([N:21]2[CH2:26][CH2:25][NH:24][CH2:23][CH2:22]2)=[N:19][CH:20]=1)[CH3:14], predict the reaction product. (8) Given the reactants Cl[C:2]1[N:7]=[C:6]2[N:8]([CH3:16])[N:9]=[C:10]([CH:11]([CH2:14][CH3:15])[CH2:12][CH3:13])[C:5]2=[CH:4][C:3]=1[CH2:17][CH3:18].[CH3:19][O:20][C:21]1[CH:26]=[C:25]([O:27][C:28]([F:31])([F:30])[F:29])[CH:24]=[CH:23][C:22]=1B(O)O, predict the reaction product. The product is: [CH2:17]([C:3]1[CH:4]=[C:5]2[C:10]([CH:11]([CH2:14][CH3:15])[CH2:12][CH3:13])=[N:9][N:8]([CH3:16])[C:6]2=[N:7][C:2]=1[C:22]1[CH:23]=[CH:24][C:25]([O:27][C:28]([F:30])([F:31])[F:29])=[CH:26][C:21]=1[O:20][CH3:19])[CH3:18].